From a dataset of Forward reaction prediction with 1.9M reactions from USPTO patents (1976-2016). Predict the product of the given reaction. (1) Given the reactants FC(F)(F)C1C=[C:5]([N:9]2CCC(CCNC(=O)OCC(N)=O)CC2)C=CC=1.[N:27]1[C:36]2[C:31](=[CH:32][CH:33]=[CH:34][CH:35]=2)[CH:30]=[CH:29][C:28]=1[N:37]1[CH2:42][CH2:41][CH:40]([CH2:43][CH2:44][N:45]2[C:49](=[O:50])[CH2:48][O:47][C:46]2=[O:51])[CH2:39][CH2:38]1.CN, predict the reaction product. The product is: [N:27]1[C:36]2[C:31](=[CH:32][CH:33]=[CH:34][CH:35]=2)[CH:30]=[CH:29][C:28]=1[N:37]1[CH2:42][CH2:41][CH:40]([CH2:43][CH2:44][NH:45][C:46](=[O:51])[O:47][CH2:48][C:49]([NH:9][CH3:5])=[O:50])[CH2:39][CH2:38]1. (2) Given the reactants [NH:1]1[C:9]2[C:4](=[C:5]([C:10]3[CH:11]=[C:12]([CH2:16][C:17]([OH:19])=[O:18])[CH:13]=[CH:14][CH:15]=3)[CH:6]=[CH:7][CH:8]=2)[CH:3]=[CH:2]1.[CH3:20]O, predict the reaction product. The product is: [CH3:20][O:18][C:17](=[O:19])[CH2:16][C:12]1[CH:13]=[CH:14][CH:15]=[C:10]([C:5]2[CH:6]=[CH:7][CH:8]=[C:9]3[C:4]=2[CH:3]=[CH:2][NH:1]3)[CH:11]=1. (3) Given the reactants C[CH2:2][N:3]=[C:4]=NCCCN(C)C.CNC.C1COCC1.[I:20][C:21]1[CH:22]=[C:23]([CH:27]=[CH:28][CH:29]=1)[C:24](O)=[O:25], predict the reaction product. The product is: [I:20][C:21]1[CH:22]=[C:23]([CH:27]=[CH:28][CH:29]=1)[C:24]([N:3]([CH3:4])[CH3:2])=[O:25]. (4) Given the reactants [OH:1][C:2]1[CH:9]=[CH:8][C:5]([CH:6]=O)=[CH:4][CH:3]=1.[S:10]1[CH2:14][C:13](=[O:15])[NH:12][C:11]1=[O:16], predict the reaction product. The product is: [OH:1][C:2]1[CH:9]=[CH:8][C:5](/[CH:6]=[C:14]2\[C:13](=[O:15])[NH:12][C:11](=[O:16])[S:10]\2)=[CH:4][CH:3]=1. (5) Given the reactants Br[C:2]1[CH:3]=[C:4]([C:8]2[CH:21]=[CH:20][C:19]3[C:10](=[C:11]([C:28]4[CH:33]=[CH:32][CH:31]=[CH:30][CH:29]=4)[C:12]4[C:17]([C:18]=3[C:22]3[CH:27]=[CH:26][CH:25]=[CH:24][CH:23]=3)=[CH:16][CH:15]=[CH:14][CH:13]=4)[CH:9]=2)[CH:5]=[CH:6][CH:7]=1.[CH:34]1[C:42]2[C:41]3[CH:43]=[CH:44][CH:45]=[CH:46][C:40]=3[O:39][C:38]=2[C:37]([C:47]2[CH:48]=[CH:49][C:50]3[NH:51][C:52]4[C:57]([C:58]=3[CH:59]=2)=[CH:56][CH:55]=[CH:54][CH:53]=4)=[CH:36][CH:35]=1.CC(C)([O-])C.[Na+].C(P(C(C)(C)C)C(C)(C)C)(C)(C)C, predict the reaction product. The product is: [CH:34]1[C:42]2[C:41]3[CH:43]=[CH:44][CH:45]=[CH:46][C:40]=3[O:39][C:38]=2[C:37]([C:47]2[CH:48]=[CH:49][C:50]3[N:51]([C:6]4[CH:7]=[CH:2][CH:3]=[C:4]([C:8]5[CH:21]=[CH:20][C:19]6[C:10](=[C:11]([C:28]7[CH:33]=[CH:32][CH:31]=[CH:30][CH:29]=7)[C:12]7[C:17]([C:18]=6[C:22]6[CH:27]=[CH:26][CH:25]=[CH:24][CH:23]=6)=[CH:16][CH:15]=[CH:14][CH:13]=7)[CH:9]=5)[CH:5]=4)[C:52]4[C:57]([C:58]=3[CH:59]=2)=[CH:56][CH:55]=[CH:54][CH:53]=4)=[CH:36][CH:35]=1.